From a dataset of Forward reaction prediction with 1.9M reactions from USPTO patents (1976-2016). Predict the product of the given reaction. Given the reactants [C:1]([O:5][C:6]([N:8]1[CH2:21][CH2:20][C:19]2[C:18]3[CH:17]=[CH:16][CH:15]=[CH:14][C:13]=3[N:12]([CH2:22][CH2:23][C:24]([OH:26])=O)[C:11]=2[CH2:10][CH2:9]1)=[O:7])([CH3:4])([CH3:3])[CH3:2].[CH3:27][O:28][C:29]1[CH:34]=[CH:33][C:32]([NH2:35])=[CH:31][CH:30]=1.CN(C1C=CC=CN=1)C.C(N=C=NC(C)C)(C)C, predict the reaction product. The product is: [CH3:27][O:28][C:29]1[CH:34]=[CH:33][C:32]([NH:35][C:24](=[O:26])[CH2:23][CH2:22][N:12]2[C:13]3[CH:14]=[CH:15][CH:16]=[CH:17][C:18]=3[C:19]3[CH2:20][CH2:21][N:8]([C:6]([O:5][C:1]([CH3:4])([CH3:3])[CH3:2])=[O:7])[CH2:9][CH2:10][C:11]2=3)=[CH:31][CH:30]=1.